From a dataset of Forward reaction prediction with 1.9M reactions from USPTO patents (1976-2016). Predict the product of the given reaction. (1) Given the reactants [CH3:1][NH2:2].O.Cl[C:5]1[C:10]([C:11]([O:13][CH3:14])=[O:12])=[CH:9][N:8]=[C:7]([Cl:15])[CH:6]=1, predict the reaction product. The product is: [Cl:15][C:7]1[CH:6]=[C:5]([NH:2][CH3:1])[C:10]([C:11]([O:13][CH3:14])=[O:12])=[CH:9][N:8]=1. (2) Given the reactants C1(C)C=CC=CC=1.CSC.B.[Br:12][CH2:13][CH2:14][CH:15]=[C:16]1[C:22]2[CH:23]=[CH:24][CH:25]=[CH:26][C:21]=2[CH2:20][C:19](=[O:27])[C:18]2[CH:28]=[CH:29][CH:30]=[CH:31][C:17]1=2.C(=O)(O)[O-].[Na+], predict the reaction product. The product is: [Br:12][CH2:13][CH2:14][CH:15]=[C:16]1[C:22]2[CH:23]=[CH:24][CH:25]=[CH:26][C:21]=2[CH2:20][C@H:19]([OH:27])[C:18]2[CH:28]=[CH:29][CH:30]=[CH:31][C:17]1=2. (3) Given the reactants [Cl:1][C:2]1[CH:10]=[C:9]2[C:5]([C:6]([C:11]([N:13]3[CH2:18][CH2:17][C:16]4([C:22]5[CH:23]=[CH:24][CH:25]=[CH:26][C:21]=5[C:20](=[O:27])[O:19]4)[CH2:15][CH2:14]3)=[O:12])=[CH:7][NH:8]2)=[CH:4][CH:3]=1.[C:28]1([C:37]2[CH:42]=[CH:41][CH:40]=[CH:39][CH:38]=2)[CH:33]=[CH:32][CH:31]=[C:30]([C:34](Cl)=[O:35])[CH:29]=1, predict the reaction product. The product is: [C:28]1([C:37]2[CH:42]=[CH:41][CH:40]=[CH:39][CH:38]=2)[CH:33]=[CH:32][CH:31]=[C:30]([C:34]([N:8]2[C:9]3[C:5](=[CH:4][CH:3]=[C:2]([Cl:1])[CH:10]=3)[C:6]([C:11]([N:13]3[CH2:18][CH2:17][C:16]4([C:22]5[CH:23]=[CH:24][CH:25]=[CH:26][C:21]=5[C:20](=[O:27])[O:19]4)[CH2:15][CH2:14]3)=[O:12])=[CH:7]2)=[O:35])[CH:29]=1. (4) Given the reactants Cl[C:2]1[C:11]2=[N:12][N:13](CC3C=CC(OC)=CC=3)[CH:14]=[C:10]2[C:9]2[CH:8]=[C:7]([O:24][CH3:25])[CH:6]=[CH:5][C:4]=2[N:3]=1.[NH2:26][C:27]1[CH:35]=[CH:34][C:30]([C:31]([NH2:33])=[O:32])=[CH:29][CH:28]=1.Cl, predict the reaction product. The product is: [CH3:25][O:24][C:7]1[CH:6]=[CH:5][C:4]2[N:3]=[C:2]([NH:26][C:27]3[CH:35]=[CH:34][C:30]([C:31]([NH2:33])=[O:32])=[CH:29][CH:28]=3)[C:11]3=[N:12][NH:13][CH:14]=[C:10]3[C:9]=2[CH:8]=1.